Binary Classification. Given a miRNA mature sequence and a target amino acid sequence, predict their likelihood of interaction. From a dataset of Experimentally validated miRNA-target interactions with 360,000+ pairs, plus equal number of negative samples. (1) The miRNA is mmu-miR-804 with sequence UGUGAGUUGUUCCUCACCUGGA. The protein sequence of the target gene is MRLGPRPAALGLLLPLLLYAAVAGASKAEELHYPQGEHRADYDREALLGVQEDVDEYVKLGHEEQQRRLQSIIKKIDSDSDGFLTENELSQWIQMSFKHYAMQEAKQQFVEYDKNSDGAVTWDEYNIQMYDRVIDFDENTALDDTEEGSFRQLHLKDKKRFEKANQDSGPGLSLEEFIAFEHPEEVDYMTEFVIQEALEEHDKNGDGFVSLEEFLGDYRRDPTANEDPEWILVEKDRFVNDYDKDNDGRLDPQELLSWVVPNNQGIAQEEALHLIDEMDLNSDKKLSEEEILENQDLFLT.... Result: 0 (no interaction). (2) The miRNA is hsa-miR-8077 with sequence GGCUGAGUGGGGUUCUGACUCC. The protein sequence of the target gene is MEEEKYLPELMAEKDSLDPSFVHASRLLAEEIEKFQGSDGKKEDEEKKYLDVISNKNIKLSERVLIPVKQYPKFNFVGKLLGPRGNSLKRLQEETGAKMSILGKGSMRDKAKEEELRKSGEAKYAHLSDELHVLIEVFAPPGEAYSRMSHALEEIKKFLVPDYNDEIRQEQLRELSYLNGSEDSGRGRGIRGRGIRIAPTAPSRGRGGAIPPPPPPGRGVLTPRGSTVTRGALPVPPVARGVPTPRARGAPTVPGYRAPPPPAHEAYEEYGYDDGYGGEYDDQTYETYDNSYATQTQSVP.... Result: 0 (no interaction). (3) The miRNA is mmu-miR-3099-3p with sequence UAGGCUAGAGAGAGGUUGGGGA. The protein sequence of the target gene is MNIDDKLEGLFLKCGGIDEMQSSRAMVVMGGVSGQSAVSGELQESVLQDRSLPHQEILAADEVLQESEMRQQDMISHDELMVHEETVKNDEEQMDTHERLPQGLQYALNVPISVKQEITFTDVSEQLMRDKKQVREPVDLQKKKKRKQRSPAKILTINEDGSLGLKTPKSHVCEHCNAAFRTNYHLQRHVFIHTGEKPFQCSQCDMRFIQKYLLQRHEKIHTGEKPFRCDECGMRFIQKYHMERHKRTHSGEKPYQCEYCLQYFSRTDRVLKHKRMCHENHDKKLNRCAIKGGLLTSEED.... Result: 0 (no interaction). (4) The miRNA is mmu-miR-20a-5p with sequence UAAAGUGCUUAUAGUGCAGGUAG. Result: 1 (interaction). The protein sequence of the target gene is MKKRRKVTSNLDEKIHLGYHKDSSEENAAVECGQVTYTQAPERPTPEAAQRCQELPPSPDQRKLLSSLQYNKNLLKYLNDDRQKQPSFCDLLIIVEGKEFSAHKVVVAVGSSYFHACLSKNPSTDVVTLDHVTHSVFQHLLEFLYTSEFFVYKYEIPLVLEAAKFLDIIDAVKLLNNENVAAFQAELTEKSSPEETLNELTGRLSSSHQCKFCSRHFCYKKSLENHLAKTHRSLLLGKKHGLKMLERSFSTRRSKRNRKCPVKFEDTSDDEQESGDGSDNLHQESSEKERSDRNDSEDPG....